This data is from Forward reaction prediction with 1.9M reactions from USPTO patents (1976-2016). The task is: Predict the product of the given reaction. Given the reactants C[O:2][C:3](=[O:32])[C:4]1[CH:9]=[CH:8][C:7]([NH:10][C:11]2[N:12]=[CH:13][C:14]3[CH:19]=[C:18]([C:20](=[O:24])[N:21]([CH3:23])[CH3:22])[N:17]([CH:25]4[CH2:31][CH2:30][CH2:29][CH2:28][CH2:27][CH2:26]4)[C:15]=3[N:16]=2)=[N:6][CH:5]=1.[Li+].[OH-].Cl, predict the reaction product. The product is: [CH:25]1([N:17]2[C:15]3[N:16]=[C:11]([NH:10][C:7]4[CH:8]=[CH:9][C:4]([C:3]([OH:32])=[O:2])=[CH:5][N:6]=4)[N:12]=[CH:13][C:14]=3[CH:19]=[C:18]2[C:20](=[O:24])[N:21]([CH3:22])[CH3:23])[CH2:26][CH2:27][CH2:28][CH2:29][CH2:30][CH2:31]1.